Predict the reactants needed to synthesize the given product. From a dataset of Full USPTO retrosynthesis dataset with 1.9M reactions from patents (1976-2016). (1) Given the product [NH2:36][C:37]1([C:41]2[CH:42]=[CH:43][C:44]([C:47]3[C:60](=[O:61])[C:59]4[CH:58]=[C:57]5[C:52]([O:53][CH2:54][CH2:55][O:56]5)=[CH:51][C:50]=4[O:49][C:48]=3[C:62]3[CH:67]=[CH:66][CH:65]=[CH:64][CH:63]=3)=[CH:45][CH:46]=2)[CH2:40][CH2:39][CH2:38]1, predict the reactants needed to synthesize it. The reactants are: NC1(C2C=CC(C3C(=O)C4C(=CC=C(F)C=4)OC=3C3C=CC=CC=3)=CC=2)CCC1.C(OC(=O)[NH:36][C:37]1([C:41]2[CH:46]=[CH:45][C:44]([C:47]3[C:60](=[O:61])[C:59]4[CH:58]=[C:57]5[C:52]([O:53][CH2:54][CH2:55][O:56]5)=[CH:51][C:50]=4[O:49][C:48]=3[C:62]3[CH:67]=[CH:66][CH:65]=[CH:64][CH:63]=3)=[CH:43][CH:42]=2)[CH2:40][CH2:39][CH2:38]1)(C)(C)C. (2) Given the product [C:50]([O:49][C:47]([N:43]1[CH2:42][CH2:41][C:40]2[N:39]=[CH:38][C:37]([NH:36][C:14]3[N:13]=[C:12]4[C:17]([C:18](=[O:19])[N:9]([C:3]5[C:4]([F:8])=[CH:5][CH:6]=[CH:7][C:2]=5[Cl:1])[C:10]5[N:11]4[CH:22]=[CH:23][N:24]=5)=[CH:16][N:15]=3)=[CH:46][C:45]=2[CH2:44]1)=[O:48])([CH3:53])([CH3:51])[CH3:52], predict the reactants needed to synthesize it. The reactants are: [Cl:1][C:2]1[CH:7]=[CH:6][CH:5]=[C:4]([F:8])[C:3]=1[N:9]1[C:18](=[O:19])[C:17]2[C:12](=[N:13][C:14](SC)=[N:15][CH:16]=2)[N:11]2[CH:22]=[CH:23][N:24]=[C:10]12.ClC1C=C(C=CC=1)C(OO)=O.[NH2:36][C:37]1[CH:38]=[N:39][C:40]2[CH2:41][CH2:42][N:43]([C:47]([O:49][C:50]([CH3:53])([CH3:52])[CH3:51])=[O:48])[CH2:44][C:45]=2[CH:46]=1. (3) Given the product [C:20]([NH:7][CH2:1][C@H:2]([OH:6])[C:3]([OH:5])=[O:4])([O:19][C:16]([CH3:18])([CH3:17])[CH3:15])=[O:21], predict the reactants needed to synthesize it. The reactants are: [CH2:1]([NH3+:7])[C@H:2]([OH:6])[C:3]([O-:5])=[O:4].CN1CCOCC1.[CH3:15][C:16]([O:19][C:20](O[C:20]([O:19][C:16]([CH3:18])([CH3:17])[CH3:15])=[O:21])=[O:21])([CH3:18])[CH3:17].NCC(O)=O.C([O-])(O)=O.[Na+].